Dataset: Catalyst prediction with 721,799 reactions and 888 catalyst types from USPTO. Task: Predict which catalyst facilitates the given reaction. (1) Reactant: [CH3:1][N:2]1[CH2:7][CH2:6][O:5][C@H:4]([CH2:8][OH:9])[CH2:3]1.[H-].[Na+].[N+](C1C=CC([O:21][C:22]([N:24]2[CH2:29][CH2:28][N:27]([C:30]3[CH:35]=[CH:34][C:33]([F:36])=[CH:32][C:31]=3[F:37])[CH2:26][CH2:25]2)=O)=CC=1)([O-])=O. Product: [F:37][C:31]1[CH:32]=[C:33]([F:36])[CH:34]=[CH:35][C:30]=1[N:27]1[CH2:28][CH2:29][N:24]([C:22]([O:9][CH2:8][C@H:4]2[O:5][CH2:6][CH2:7][N:2]([CH3:1])[CH2:3]2)=[O:21])[CH2:25][CH2:26]1. The catalyst class is: 1. (2) Reactant: [CH:1]([N:4]1[CH2:19][CH2:18][C:7]2[NH:8][C:9]3[CH:10]=[CH:11][C:12]([C:15](O)=[O:16])=[CH:13][C:14]=3[C:6]=2[CH2:5]1)([CH3:3])[CH3:2].[O:20]([CH:22]1[CH2:27][CH2:26][NH:25][CH2:24][CH2:23]1)[CH3:21].C(N(C(C)C)CC)(C)C.CN(C(ON1N=NC2C=CC=NC1=2)=[N+](C)C)C.F[P-](F)(F)(F)(F)F. Product: [CH:1]([N:4]1[CH2:19][CH2:18][C:7]2[NH:8][C:9]3[CH:10]=[CH:11][C:12]([C:15]([N:25]4[CH2:26][CH2:27][CH:22]([O:20][CH3:21])[CH2:23][CH2:24]4)=[O:16])=[CH:13][C:14]=3[C:6]=2[CH2:5]1)([CH3:2])[CH3:3]. The catalyst class is: 3. (3) Reactant: Cl[S:2]([N:5]=[C:6]=[O:7])(=[O:4])=[O:3].[CH2:8]([OH:15])[C:9]1[CH:14]=[CH:13][CH:12]=[CH:11][CH:10]=1.[CH3:16][O:17][CH:18]([O:21][CH3:22])[CH2:19][NH2:20].C(N(CC)CC)C.Cl. Product: [CH3:16][O:17][CH:18]([O:21][CH3:22])[CH2:19][NH:20][S:2]([NH:5][C:6](=[O:7])[O:15][CH2:8][C:9]1[CH:14]=[CH:13][CH:12]=[CH:11][CH:10]=1)(=[O:4])=[O:3]. The catalyst class is: 4. (4) Reactant: [NH2:1][C:2]1[NH:7][C:6](=[O:8])[C:5]([CH2:9][C:10]2[CH:15]=[CH:14][C:13]([Cl:16])=[C:12]([Cl:17])[CH:11]=2)=[C:4]([C:18]([F:21])([F:20])[F:19])[N:3]=1.Cl[C:23]([O:25][CH2:26][CH2:27]Br)=[O:24].C(N(CC)C(C)C)(C)C. Product: [Cl:17][C:12]1[CH:11]=[C:10]([CH:15]=[CH:14][C:13]=1[Cl:16])[CH2:9][C:5]1[C:6](=[O:8])[NH:7][C:2]([N:1]2[CH2:27][CH2:26][O:25][C:23]2=[O:24])=[N:3][C:4]=1[C:18]([F:21])([F:20])[F:19]. The catalyst class is: 272. (5) Reactant: C(N(CC)CC)C.[CH2:8]1[NH:15][CH2:14][CH:13]2[CH:9]1[CH2:10][C:11]1[CH:18]=[CH:17][S:16][C:12]=12.Cl[C:20]([O:22][CH2:23][CH3:24])=[O:21]. Product: [CH2:23]([O:22][C:20]([N:15]1[CH2:14][CH:13]2[CH:9]([CH2:10][C:11]3[CH:18]=[CH:17][S:16][C:12]=32)[CH2:8]1)=[O:21])[CH3:24]. The catalyst class is: 448. (6) Reactant: [C:1]([C:5]1[C:10]([N+:11]([O-:13])=[O:12])=[CH:9][C:8]([NH:14][C:15]#[C:16][Si](C)(C)C)=[CH:7][CH:6]=1)([CH3:4])([CH3:3])[CH3:2]. The catalyst class is: 122. Product: [C:1]([C:5]1[CH:6]=[C:7]2[C:8](=[CH:9][C:10]=1[N+:11]([O-:13])=[O:12])[NH:14][CH:15]=[CH:16]2)([CH3:4])([CH3:3])[CH3:2]. (7) Reactant: Br[C:2]1[CH:3]=[N:4][CH:5]=[CH:6][CH:7]=1.[B:8](OC(C)C)([O:13]C(C)C)[O:9]C(C)C.C([Li])CCC. Product: [N:4]1[CH:5]=[CH:6][CH:7]=[C:2]([B:8]([OH:13])[OH:9])[CH:3]=1. The catalyst class is: 7.